Dataset: NCI-60 drug combinations with 297,098 pairs across 59 cell lines. Task: Regression. Given two drug SMILES strings and cell line genomic features, predict the synergy score measuring deviation from expected non-interaction effect. (1) Drug 1: C1CCC(C1)C(CC#N)N2C=C(C=N2)C3=C4C=CNC4=NC=N3. Drug 2: CC1=C2C(C(=O)C3(C(CC4C(C3C(C(C2(C)C)(CC1OC(=O)C(C(C5=CC=CC=C5)NC(=O)C6=CC=CC=C6)O)O)OC(=O)C7=CC=CC=C7)(CO4)OC(=O)C)O)C)OC(=O)C. Cell line: KM12. Synergy scores: CSS=52.9, Synergy_ZIP=2.42, Synergy_Bliss=1.04, Synergy_Loewe=-1.40, Synergy_HSA=5.21. (2) Drug 1: C1=CC(=C2C(=C1NCCNCCO)C(=O)C3=C(C=CC(=C3C2=O)O)O)NCCNCCO. Drug 2: CC1=C(N=C(N=C1N)C(CC(=O)N)NCC(C(=O)N)N)C(=O)NC(C(C2=CN=CN2)OC3C(C(C(C(O3)CO)O)O)OC4C(C(C(C(O4)CO)O)OC(=O)N)O)C(=O)NC(C)C(C(C)C(=O)NC(C(C)O)C(=O)NCCC5=NC(=CS5)C6=NC(=CS6)C(=O)NCCC[S+](C)C)O. Cell line: SF-268. Synergy scores: CSS=58.5, Synergy_ZIP=0.119, Synergy_Bliss=0.755, Synergy_Loewe=5.80, Synergy_HSA=8.01. (3) Drug 1: C1=CC(=C2C(=C1NCCNCCO)C(=O)C3=C(C=CC(=C3C2=O)O)O)NCCNCCO. Drug 2: CCCCC(=O)OCC(=O)C1(CC(C2=C(C1)C(=C3C(=C2O)C(=O)C4=C(C3=O)C=CC=C4OC)O)OC5CC(C(C(O5)C)O)NC(=O)C(F)(F)F)O. Cell line: OVCAR3. Synergy scores: CSS=23.8, Synergy_ZIP=0.389, Synergy_Bliss=-0.370, Synergy_Loewe=-8.18, Synergy_HSA=-0.162. (4) Drug 1: CCC1=C2CN3C(=CC4=C(C3=O)COC(=O)C4(CC)O)C2=NC5=C1C=C(C=C5)O. Drug 2: C(CC(=O)O)C(=O)CN.Cl. Cell line: OVCAR3. Synergy scores: CSS=15.5, Synergy_ZIP=-8.14, Synergy_Bliss=-3.79, Synergy_Loewe=-10.8, Synergy_HSA=-1.10. (5) Drug 1: CC1OCC2C(O1)C(C(C(O2)OC3C4COC(=O)C4C(C5=CC6=C(C=C35)OCO6)C7=CC(=C(C(=C7)OC)O)OC)O)O. Drug 2: C1CNP(=O)(OC1)N(CCCl)CCCl. Cell line: SK-MEL-5. Synergy scores: CSS=19.7, Synergy_ZIP=-9.45, Synergy_Bliss=-4.08, Synergy_Loewe=-19.6, Synergy_HSA=-3.93. (6) Drug 1: CC1C(C(CC(O1)OC2CC(CC3=C2C(=C4C(=C3O)C(=O)C5=C(C4=O)C(=CC=C5)OC)O)(C(=O)C)O)N)O.Cl. Drug 2: C1=NC2=C(N1)C(=S)N=C(N2)N. Cell line: SK-MEL-28. Synergy scores: CSS=21.5, Synergy_ZIP=-9.54, Synergy_Bliss=-2.90, Synergy_Loewe=-7.98, Synergy_HSA=-0.501. (7) Drug 1: C(=O)(N)NO. Drug 2: CC(C)(C#N)C1=CC(=CC(=C1)CN2C=NC=N2)C(C)(C)C#N. Cell line: HL-60(TB). Synergy scores: CSS=-1.26, Synergy_ZIP=5.42, Synergy_Bliss=7.72, Synergy_Loewe=-3.19, Synergy_HSA=-3.18. (8) Drug 1: CC1=C(C=C(C=C1)NC2=NC=CC(=N2)N(C)C3=CC4=NN(C(=C4C=C3)C)C)S(=O)(=O)N.Cl. Drug 2: CC1CCCC2(C(O2)CC(NC(=O)CC(C(C(=O)C(C1O)C)(C)C)O)C(=CC3=CSC(=N3)C)C)C. Cell line: TK-10. Synergy scores: CSS=6.21, Synergy_ZIP=-0.0394, Synergy_Bliss=4.16, Synergy_Loewe=-0.256, Synergy_HSA=2.37. (9) Drug 1: CN1C2=C(C=C(C=C2)N(CCCl)CCCl)N=C1CCCC(=O)O.Cl. Drug 2: C1=NC2=C(N=C(N=C2N1C3C(C(C(O3)CO)O)F)Cl)N. Cell line: U251. Synergy scores: CSS=-3.95, Synergy_ZIP=3.37, Synergy_Bliss=2.41, Synergy_Loewe=-1.21, Synergy_HSA=-3.16. (10) Drug 1: C1=CC(=CC=C1CCCC(=O)O)N(CCCl)CCCl. Drug 2: CC12CCC3C(C1CCC2OP(=O)(O)O)CCC4=C3C=CC(=C4)OC(=O)N(CCCl)CCCl.[Na+]. Cell line: NCI-H460. Synergy scores: CSS=11.6, Synergy_ZIP=-6.20, Synergy_Bliss=-9.72, Synergy_Loewe=-30.2, Synergy_HSA=-9.10.